Task: Predict the product of the given reaction.. Dataset: Forward reaction prediction with 1.9M reactions from USPTO patents (1976-2016) (1) Given the reactants [OH:1][CH2:2][C:3]([CH3:10])([CH3:9])[C:4](=[O:8])[CH2:5][C:6]#[N:7].FC(C)(C)C(=O)CC#[N:16], predict the reaction product. The product is: [NH2:7][C:6]1[CH:5]=[C:4]([C:3]([CH3:10])([CH3:9])[CH2:2][OH:1])[O:8][N:16]=1. (2) The product is: [CH3:49][O:24][C:22]([C:21]1[CH:20]=[C:19]([C:18]2[O:33][N:43]=[C:41]([C:36]3[CH:35]=[CH:4][CH:3]=[CH:1][N:2]=3)[N:17]=2)[CH:27]=[C:26]([O:28][C:29]([F:30])([F:31])[F:32])[CH:25]=1)=[O:23]. Given the reactants [C:1]([C:3]1[CH:4]=C(C=C(OC(F)(F)F)C=1)C(O)=O)#[N:2].[NH:17]=[C:18]([O:33]C)[C:19]1[CH:20]=[C:21]([CH:25]=[C:26]([O:28][C:29]([F:32])([F:31])[F:30])[CH:27]=1)[C:22]([OH:24])=[O:23].[C:35](Cl)(=O)[C:36](Cl)=O.[CH2:41]([N:43](CC)CC)C.Cl[CH2:49]Cl, predict the reaction product. (3) Given the reactants [NH2:1][CH2:2][CH2:3][C:4]([NH:6][C:7]([CH3:10])([CH3:9])[CH3:8])=[O:5].C(N(CC)CC)C.[F:18][C:19]1[CH:20]=[C:21]([C:29]2[S:33][C:32]([NH:34][C:35](N3C=CN=C3)=[O:36])=[N:31][C:30]=2[CH3:42])[CH:22]=[CH:23][C:24]=1[S:25]([CH3:28])(=[O:27])=[O:26], predict the reaction product. The product is: [C:7]([NH:6][C:4](=[O:5])[CH2:3][CH2:2][NH:1][C:35]([NH:34][C:32]1[S:33][C:29]([C:21]2[CH:22]=[CH:23][C:24]([S:25]([CH3:28])(=[O:26])=[O:27])=[C:19]([F:18])[CH:20]=2)=[C:30]([CH3:42])[N:31]=1)=[O:36])([CH3:10])([CH3:9])[CH3:8]. (4) The product is: [NH2:15][CH2:14][CH2:13][CH:9]([N:8]([C:6]([O:5][C:1]([CH3:4])([CH3:3])[CH3:2])=[O:7])[CH3:26])[C:10]([OH:12])=[O:11]. Given the reactants [C:1]([O:5][C:6]([N:8]([CH3:26])[CH:9]([CH2:13][CH2:14][N:15]1C(=O)C2C(=CC=CC=2)C1=O)[C:10]([OH:12])=[O:11])=[O:7])([CH3:4])([CH3:3])[CH3:2].O.NN, predict the reaction product. (5) The product is: [CH3:10][C:4]1[N:5]=[CH:6][C:7]2[CH:8]=[C:12]([C:13]([O:15][CH2:16][CH3:17])=[O:14])[C:11](=[O:18])[NH:1][C:2]=2[N:3]=1. Given the reactants [NH2:1][C:2]1[C:7]([CH:8]=O)=[CH:6][N:5]=[C:4]([CH3:10])[N:3]=1.[C:11](OCC)(=[O:18])[CH2:12][C:13]([O:15][CH2:16][CH3:17])=[O:14].C(=O)([O-])[O-].[K+].[K+].C(N(CC)CC)C, predict the reaction product. (6) Given the reactants [F:1][C:2]([F:13])([F:12])[C:3]1[CH:11]=[CH:10][C:6]([C:7]([OH:9])=O)=[CH:5][CH:4]=1.C([O:16][C:17](=[O:39])[C:18]([O:21][C:22]1[CH:27]=[CH:26][C:25]([O:28][C:29]2[CH:34]=[C:33]([CH3:35])[CH:32]=[C:31]([CH2:36][NH2:37])[CH:30]=2)=[CH:24][C:23]=1[CH3:38])([CH3:20])[CH3:19])C, predict the reaction product. The product is: [CH3:20][C:18]([O:21][C:22]1[CH:27]=[CH:26][C:25]([O:28][C:29]2[CH:30]=[C:31]([CH2:36][NH:37][C:7](=[O:9])[C:6]3[CH:5]=[CH:4][C:3]([C:2]([F:1])([F:13])[F:12])=[CH:11][CH:10]=3)[CH:32]=[C:33]([CH3:35])[CH:34]=2)=[CH:24][C:23]=1[CH3:38])([CH3:19])[C:17]([OH:39])=[O:16]. (7) Given the reactants [CH:1]1[C:13]2[NH:12][C:11]3[C:6](=[CH:7][CH:8]=[CH:9][CH:10]=3)[C:5]=2[CH:4]=[CH:3][CH:2]=1.C([Na])(C)(C)C.Br[C:20]1[CH:25]=[CH:24][C:23]([C:26]([CH3:29])([CH3:28])[CH3:27])=[CH:22][CH:21]=1.C(P(CCCC)CCCC)CCC, predict the reaction product. The product is: [C:26]([C:23]1[CH:24]=[CH:25][C:20]([N:12]2[C:11]3[CH:10]=[CH:9][CH:8]=[CH:7][C:6]=3[C:5]3[C:13]2=[CH:1][CH:2]=[CH:3][CH:4]=3)=[CH:21][CH:22]=1)([CH3:29])([CH3:28])[CH3:27]. (8) Given the reactants [F:1][C:2]1[CH:3]=[C:4]([C:8]2[CH:16]=[CH:15][CH:14]=[C:13]3[C:9]=2[CH2:10][C:11](=[O:17])[NH:12]3)[CH:5]=[CH:6][CH:7]=1.[CH3:18][S:19]([C:22]1[C:23]([C:30]2[CH:35]=[CH:34][CH:33]=[CH:32][CH:31]=2)=[C:24]([CH:28]=O)[NH:25][C:26]=1[CH3:27])(=[O:21])=[O:20].CC1(C)C(C)(C)OB(C2C=CC=C3C=2C=CN3)O1.N1CCCCC1, predict the reaction product. The product is: [F:1][C:2]1[CH:3]=[C:4]([C:8]2[CH:16]=[CH:15][CH:14]=[C:13]3[C:9]=2/[C:10](=[CH:28]/[C:24]2[NH:25][C:26]([CH3:27])=[C:22]([S:19]([CH3:18])(=[O:21])=[O:20])[C:23]=2[C:30]2[CH:35]=[CH:34][CH:33]=[CH:32][CH:31]=2)/[C:11](=[O:17])[NH:12]3)[CH:5]=[CH:6][CH:7]=1.